From a dataset of Experimentally validated miRNA-target interactions with 360,000+ pairs, plus equal number of negative samples. Binary Classification. Given a miRNA mature sequence and a target amino acid sequence, predict their likelihood of interaction. (1) The miRNA is mmu-miR-26a-5p with sequence UUCAAGUAAUCCAGGAUAGGCU. Result: 0 (no interaction). The protein sequence of the target gene is MANNYKKIVLLKGLEVINDYHFRIVKSLLSNDLKLNPKMKEEYDKIQIADLMEEKFPGDAGLGKLIEFFKEIPTLGDLAETLKREKLKVANKIESIPVKGIIPSKKTKQKEVYPATPACTPSNRLTAKGAEETLGPQKRKKPSEEETGTKRSKMSKEQTRPSCSAGASTSTAMGRSPPPQTSSSAPPNTSSTESLKPLANRHATASKNIFREDPIIAMVLNATKVFKYESSENEQRRMFHATVATQTQFFHVKVLNINLKRKFIKKRIIIISNYSKRNSLLEVNEASSVSEAGPDQTFEV.... (2) The miRNA is mmu-miR-467f with sequence AUAUACACACACACACCUACA. The protein sequence of the target gene is MATKDPTAVERANLLNMAKLSIKGLIESALSFGRTLDSDYPPLQQFFVVMEHCLKHGLKGRKSFLSYNKTIWGPLELVEKLYPEAEEIGASVRDLPGLKTPLGRARAWLRLALMQKKMADYLRCLIIQRELLSEFYEYHALMMEEEGAVIVGLLVGLNVIDANLCVKGEDLDSQVGVIDFSMYLKNEEEIGNKERNVQIAAILDQKNYVEELNRQLNSTVSSLHSRVDSLEKSNTKLIEELAIAKNNIIKLQEENHQLRSENELILMRTRQHLEVTKVDVETELQTYKHSRQGLDEMYND.... Result: 1 (interaction). (3) The miRNA is mmu-miR-193b-3p with sequence AACUGGCCCACAAAGUCCCGCU. The protein sequence of the target gene is MAGNLLSGAGRRLWDWVPLACRSFSLGVPRLIGIRLTLPPPKVVDRWNEKRAMFGVYDNIGILGNFEKHPKELIRGPIWLRGWKGNELQRCIRKRKMVGSRMFADDLHNLNKRIRYLYKHFNRHGKFR. Result: 0 (no interaction).